This data is from TCR-epitope binding with 47,182 pairs between 192 epitopes and 23,139 TCRs. The task is: Binary Classification. Given a T-cell receptor sequence (or CDR3 region) and an epitope sequence, predict whether binding occurs between them. The epitope is KLFIRQEEV. The TCR CDR3 sequence is CASSYVGQLDEQFF. Result: 0 (the TCR does not bind to the epitope).